From a dataset of Catalyst prediction with 721,799 reactions and 888 catalyst types from USPTO. Predict which catalyst facilitates the given reaction. (1) Reactant: [C:1]([N:5]1[C:9](=[O:10])[CH:8]=[C:7]([C:11]2[CH:28]=[CH:27][C:14]([CH2:15][C:16]3([C:22]([O:24][CH2:25][CH3:26])=[O:23])[CH2:20][CH2:19][C:18](=[O:21])[NH:17]3)=[CH:13][CH:12]=2)[S:6]1(=[O:30])=[O:29])([CH3:4])([CH3:3])[CH3:2].[H][H]. Product: [C:1]([N:5]1[C:9](=[O:10])[CH2:8][CH:7]([C:11]2[CH:28]=[CH:27][C:14]([CH2:15][C:16]3([C:22]([O:24][CH2:25][CH3:26])=[O:23])[CH2:20][CH2:19][C:18](=[O:21])[NH:17]3)=[CH:13][CH:12]=2)[S:6]1(=[O:30])=[O:29])([CH3:2])([CH3:3])[CH3:4]. The catalyst class is: 29. (2) Reactant: [CH2:1]([O:8][C:9]([N:11]1[CH2:15][C@@H:14]([F:16])[CH2:13][C@H:12]1[C:17]([NH2:20])=[N:18][OH:19])=[O:10])[C:2]1[CH:7]=[CH:6][CH:5]=[CH:4][CH:3]=1.[CH3:21][O:22][C:23]([C:25]#[C:26][C:27]([O:29][CH3:30])=[O:28])=[O:24]. Product: [CH3:21][O:22][C:23](=[O:24])[C:25]([O:19][N:18]=[C:17]([NH2:20])[C@@H:12]1[CH2:13][C@H:14]([F:16])[CH2:15][N:11]1[C:9]([O:8][CH2:1][C:2]1[CH:3]=[CH:4][CH:5]=[CH:6][CH:7]=1)=[O:10])=[CH:26][C:27]([O:29][CH3:30])=[O:28]. The catalyst class is: 22. (3) Reactant: [Br:1][C:2]1[CH:3]=[C:4]([N:18]2[C:22]3=[N:23][CH:24]=[CH:25][CH:26]=[C:21]3[C:20]([C:27]([O:29][CH3:30])=[O:28])=[N:19]2)[CH:5]=[C:6]([CH:8]([O:10][Si](C(C)(C)C)(C)C)[CH3:9])[CH:7]=1.[F-].C([N+](CCCC)(CCCC)CCCC)CCC. Product: [Br:1][C:2]1[CH:3]=[C:4]([N:18]2[C:22]3=[N:23][CH:24]=[CH:25][CH:26]=[C:21]3[C:20]([C:27]([O:29][CH3:30])=[O:28])=[N:19]2)[CH:5]=[C:6]([CH:8]([OH:10])[CH3:9])[CH:7]=1. The catalyst class is: 7. (4) Reactant: C[O:2][C:3]1[CH:12]=[C:11]2[C:6]([CH:7]=[C:8]([CH3:13])[N:9]=[CH:10]2)=[CH:5][CH:4]=1.B(Br)(Br)Br.CO. The catalyst class is: 2. Product: [CH3:13][C:8]1[N:9]=[CH:10][C:11]2[C:6]([CH:7]=1)=[CH:5][CH:4]=[C:3]([OH:2])[CH:12]=2. (5) Reactant: CC1C=CC(S(O[CH2:12][C@H:13]2[CH2:17][C@H:16](OS(C3C=CC(C)=CC=3)(=O)=O)[CH2:15][N:14]2[S:29]([C:32]2[CH:37]=[CH:36][C:35]([CH3:38])=[CH:34][CH:33]=2)(=[O:31])=[O:30])(=O)=O)=CC=1.[NH2:39][CH2:40][C:41]1[CH:42]=[N:43][CH:44]=[CH:45][CH:46]=1. Product: [CH3:38][C:35]1[CH:34]=[CH:33][C:32]([S:29]([N:14]2[CH2:15][C@H:16]3[CH2:17][C@@H:13]2[CH2:12][N:39]3[CH2:40][C:41]2[CH:42]=[N:43][CH:44]=[CH:45][CH:46]=2)(=[O:30])=[O:31])=[CH:37][CH:36]=1. The catalyst class is: 11. (6) Reactant: [F:1][C:2]1[C:11]([F:12])=[C:10]2[C:5]([CH2:6][CH2:7][CH2:8][O:9]2)=[C:4]2[CH:13]=[C:14]([CH:16]3[CH2:21][CH2:20][CH:19]([CH2:22][CH2:23][CH3:24])[CH2:18][CH2:17]3)[O:15][C:3]=12. Product: [F:1][C:2]1[C:11]([F:12])=[C:10]2[C:5]([CH2:6][CH2:7][CH2:8][O:9]2)=[C:4]2[CH2:13][CH:14]([CH:16]3[CH2:21][CH2:20][CH:19]([CH2:22][CH2:23][CH3:24])[CH2:18][CH2:17]3)[O:15][C:3]=12. The catalyst class is: 123. (7) Reactant: CN1C(=O)N(C)CC1.CS(O[CH2:14][CH2:15][CH2:16][CH:17]1[CH2:22][CH2:21][N:20]([C:23]([O:25][C:26]([CH3:29])([CH3:28])[CH3:27])=[O:24])[CH2:19][CH2:18]1)(=O)=O.Cl.Cl.[N:32]1([C:38]2[C:47]3[C:42](=[CH:43][CH:44]=[CH:45][CH:46]=3)[CH:41]=[CH:40][N:39]=2)[CH2:37][CH2:36][NH:35][CH2:34][CH2:33]1.C(=O)([O-])[O-].[Cs+].[Cs+].[I-].[Na+]. Product: [C:38]1([N:32]2[CH2:33][CH2:34][N:35]([CH2:14][CH2:15][CH2:16][CH:17]3[CH2:22][CH2:21][N:20]([C:23]([O:25][C:26]([CH3:29])([CH3:28])[CH3:27])=[O:24])[CH2:19][CH2:18]3)[CH2:36][CH2:37]2)[C:47]2[C:42](=[CH:43][CH:44]=[CH:45][CH:46]=2)[CH:41]=[CH:40][N:39]=1. The catalyst class is: 25. (8) Product: [Cl:38][C:32]1[CH:33]=[C:34]([F:37])[CH:35]=[CH:36][C:31]=1[N:16]([CH2:15][O:14][C:12]([O:11][C@@H:10]([CH3:39])[C:9]([OH:40])=[O:8])=[O:13])[S:17]([CH:20]1[CH2:21][CH2:22][CH2:23][CH:24]=[C:25]1[C:26]([O:28][CH2:29][CH3:30])=[O:27])(=[O:18])=[O:19]. The catalyst class is: 129. Reactant: C([O:8][C:9](=[O:40])[C@H:10]([CH3:39])[O:11][C:12]([O:14][CH2:15][N:16]([C:31]1[CH:36]=[CH:35][C:34]([F:37])=[CH:33][C:32]=1[Cl:38])[S:17]([CH:20]1[C:25]([C:26]([O:28][CH2:29][CH3:30])=[O:27])=[CH:24][CH2:23][CH2:22][CH2:21]1)(=[O:19])=[O:18])=[O:13])C1C=CC=CC=1. (9) Reactant: FC(F)(F)C(O)=O.[NH2:8][C@@H:9]([CH2:16][CH2:17][C:18]1[CH:23]=[CH:22][CH:21]=[CH:20][CH:19]=1)/[CH:10]=[CH:11]/[C:12]([O:14][CH3:15])=[O:13].[C:24]([O:28][C:29]([NH:31][C@H:32]([C:34](O)=[O:35])[CH3:33])=[O:30])([CH3:27])([CH3:26])[CH3:25].CCN=C=NCCCN(C)C.C1C=CC2N(O)N=NC=2C=1.CN1CCOCC1. Product: [CH3:26][C:24]([O:28][C:29]([NH:31][C@H:32]([C:34]([NH:8][C@@H:9]([CH2:16][CH2:17][C:18]1[CH:19]=[CH:20][CH:21]=[CH:22][CH:23]=1)/[CH:10]=[CH:11]/[C:12]([O:14][CH3:15])=[O:13])=[O:35])[CH3:33])=[O:30])([CH3:25])[CH3:27]. The catalyst class is: 18.